From a dataset of Forward reaction prediction with 1.9M reactions from USPTO patents (1976-2016). Predict the product of the given reaction. (1) Given the reactants [N+:1]([C:4]1[CH:29]=[CH:28][C:7]2[N:8]([CH:21]([CH2:26][CH3:27])[C:22]([O:24][CH3:25])=[O:23])[C:9](=[N:11][C:12](=[O:20])[C:13]3[CH:18]=[CH:17][C:16]([CH3:19])=[CH:15][CH:14]=3)[S:10][C:6]=2[CH:5]=1)([O-])=O.CN(C)C=O, predict the reaction product. The product is: [NH2:1][C:4]1[CH:29]=[CH:28][C:7]2[N:8]([CH:21]([CH2:26][CH3:27])[C:22]([O:24][CH3:25])=[O:23])[C:9](=[N:11][C:12](=[O:20])[C:13]3[CH:14]=[CH:15][C:16]([CH3:19])=[CH:17][CH:18]=3)[S:10][C:6]=2[CH:5]=1. (2) Given the reactants [Cl:1][C:2]1[CH:19]=[CH:18][C:5]([CH2:6][CH:7]2[C:13]3([C:14]([OH:16])=[O:15])[C:10]([CH3:17])([CH2:11][O:12]3)[CH2:9][CH2:8]2)=[CH:4][CH:3]=1.S(Cl)(Cl)=O.Cl.[CH2:25](N(CC)CC)C.S(=O)(=O)(O)O, predict the reaction product. The product is: [CH3:25][O:15][C:14]([C:13]12[O:12][CH2:11][C:10]1([CH3:17])[CH2:9][CH2:8][CH:7]2[CH2:6][C:5]1[CH:4]=[CH:3][C:2]([Cl:1])=[CH:19][CH:18]=1)=[O:16]. (3) Given the reactants Br[C:2]1[C:3]([CH:23]2[CH2:25][CH2:24]2)=[N:4][C:5]([N:10]2[CH2:15][CH2:14][N:13]([C:16](=[O:21])[CH2:17][CH2:18][O:19][CH3:20])[C@H:12]([CH3:22])[CH2:11]2)=[C:6]([CH:9]=1)[C:7]#[N:8].[N:26]1[CH:31]=[CH:30][C:29]([NH2:32])=[CH:28][CH:27]=1.CC(C1C=C(C(C)C)C(C2C=CC=CC=2P(C2CCCCC2)C2CCCCC2)=C(C(C)C)C=1)C.C([O-])([O-])=O.[Cs+].[Cs+], predict the reaction product. The product is: [CH:23]1([C:3]2[C:2]([NH:32][C:29]3[CH:30]=[CH:31][N:26]=[CH:27][CH:28]=3)=[CH:9][C:6]([C:7]#[N:8])=[C:5]([N:10]3[CH2:15][CH2:14][N:13]([C:16](=[O:21])[CH2:17][CH2:18][O:19][CH3:20])[C@H:12]([CH3:22])[CH2:11]3)[N:4]=2)[CH2:25][CH2:24]1. (4) Given the reactants [CH:1]1([CH2:5][NH:6][CH2:7][CH2:8]O)[CH2:4][CH2:3][CH2:2]1.O=S(Cl)[Cl:12], predict the reaction product. The product is: [Cl-:12].[CH:1]1([CH2:5][NH2+:6][CH2:7][CH2:8][Cl:12])[CH2:4][CH2:3][CH2:2]1.